Dataset: Full USPTO retrosynthesis dataset with 1.9M reactions from patents (1976-2016). Task: Predict the reactants needed to synthesize the given product. (1) Given the product [OH:1][C:2]1[C:13]2[C:14]3[C:5]([CH2:6][CH2:7][N:8]([CH:15]4[CH2:16][CH2:17][CH:18]([NH:22][CH2:23][CH2:24][S:25][C:26](=[O:28])[CH3:27])[CH2:19][CH2:20]4)[C:9]=3[CH:10]=[CH:11][CH:12]=2)=[CH:4][N:3]=1, predict the reactants needed to synthesize it. The reactants are: [OH:1][C:2]1[C:13]2[C:14]3[C:5]([CH2:6][CH2:7][N:8]([CH:15]4[CH2:20][CH2:19][C:18](=O)[CH2:17][CH2:16]4)[C:9]=3[CH:10]=[CH:11][CH:12]=2)=[CH:4][N:3]=1.[NH2:22][CH2:23][CH2:24][S:25][C:26](=[O:28])[CH3:27]. (2) Given the product [Cl:28][C:23]1[CH:22]=[C:21]([NH:20][C:11]2[C:10]3[C:15](=[CH:16][C:17]([O:18][CH3:19])=[C:8]([NH:7][C:5](=[O:6])/[CH:4]=[CH:3]/[CH2:2][N:29]4[CH:35]5[CH2:36][CH2:37][CH2:38][CH:34]5[CH2:33][O:32][CH2:31][CH2:30]4)[CH:9]=3)[N:14]=[CH:13][N:12]=2)[CH:26]=[CH:25][C:24]=1[F:27], predict the reactants needed to synthesize it. The reactants are: Br[CH2:2]/[CH:3]=[CH:4]/[C:5]([NH:7][C:8]1[CH:9]=[C:10]2[C:15](=[CH:16][C:17]=1[O:18][CH3:19])[N:14]=[CH:13][N:12]=[C:11]2[NH:20][C:21]1[CH:26]=[CH:25][C:24]([F:27])=[C:23]([Cl:28])[CH:22]=1)=[O:6].[NH:29]1[CH:35]2[CH2:36][CH2:37][CH2:38][CH:34]2[CH2:33][O:32][CH2:31][CH2:30]1.CCN(C(C)C)C(C)C.O.